From a dataset of Full USPTO retrosynthesis dataset with 1.9M reactions from patents (1976-2016). Predict the reactants needed to synthesize the given product. (1) Given the product [C:34]([C:2]1[C:18]([O:19][CH2:20][C@@H:21]([NH:26][C:27](=[O:33])[O:28][C:29]([CH3:31])([CH3:30])[CH3:32])[CH2:22][CH:23]([CH3:25])[CH3:24])=[CH:17][C:5]2[N:6]([CH3:16])[C:7](=[O:15])[C:8]3[C:13]([C:4]=2[CH:3]=1)=[CH:12][CH:11]=[N:10][C:9]=3[CH3:14])#[N:35], predict the reactants needed to synthesize it. The reactants are: Br[C:2]1[C:18]([O:19][CH2:20][C@@H:21]([NH:26][C:27](=[O:33])[O:28][C:29]([CH3:32])([CH3:31])[CH3:30])[CH2:22][CH:23]([CH3:25])[CH3:24])=[CH:17][C:5]2[N:6]([CH3:16])[C:7](=[O:15])[C:8]3[C:13]([C:4]=2[CH:3]=1)=[CH:12][CH:11]=[N:10][C:9]=3[CH3:14].[CH3:34][N:35](C=O)C. (2) Given the product [C:22]([O:6][CH:7]([C:12]1[N:13]=[C:14]([CH3:17])[S:15][CH:16]=1)[C:8]([O:10][CH3:11])=[O:9])([CH3:25])([CH3:24])[CH3:23], predict the reactants needed to synthesize it. The reactants are: Cl(O)(=O)(=O)=O.[OH:6][CH:7]([C:12]1[N:13]=[C:14]([CH3:17])[S:15][CH:16]=1)[C:8]([O:10][CH3:11])=[O:9].C(O[C:22]([CH3:25])([CH3:24])[CH3:23])(=O)C. (3) Given the product [CH3:8][Si:9]([CH3:11])([CH3:10])[C:12]#[C:13][C:2]1[CH:7]=[CH:6][CH:5]=[CH:4][CH:3]=1, predict the reactants needed to synthesize it. The reactants are: I[C:2]1[CH:7]=[CH:6][CH:5]=[CH:4][CH:3]=1.[CH3:8][Si:9]([C:12]#[CH:13])([CH3:11])[CH3:10].C(N(CC)CC)C. (4) Given the product [CH3:18][N:19]([CH2:20][CH:21]1[CH2:26][CH2:25][N:24]([C:2]2[CH:3]=[C:4]([C:14]([O:16][CH3:17])=[O:15])[C:5]3[CH:6]=[N:7][N:8]([CH:11]([CH3:13])[CH3:12])[C:9]=3[CH:10]=2)[CH2:23][CH2:22]1)[CH3:27], predict the reactants needed to synthesize it. The reactants are: Br[C:2]1[CH:3]=[C:4]([C:14]([O:16][CH3:17])=[O:15])[C:5]2[CH:6]=[N:7][N:8]([CH:11]([CH3:13])[CH3:12])[C:9]=2[CH:10]=1.[CH3:18][N:19]([CH3:27])[CH2:20][CH:21]1[CH2:26][CH2:25][NH:24][CH2:23][CH2:22]1.C(=O)([O-])[O-].[Cs+].[Cs+].N#N.C1C=CC(P(C2C(C3C(P(C4C=CC=CC=4)C4C=CC=CC=4)=CC=C4C=3C=CC=C4)=C3C(C=CC=C3)=CC=2)C2C=CC=CC=2)=CC=1. (5) Given the product [F:1][C:2]1[CH:7]=[CH:6][C:5]([C:8]2[C:9]3[CH:16]=[CH:15][C:14]([C:29]#[C:28][CH2:27][CH2:26][CH2:25][OH:30])=[CH:13][C:10]=3[S:11][CH:12]=2)=[CH:4][CH:3]=1, predict the reactants needed to synthesize it. The reactants are: [F:1][C:2]1[CH:7]=[CH:6][C:5]([C:8]2[C:9]3[CH:16]=[CH:15][C:14](OS(C(F)(F)F)(=O)=O)=[CH:13][C:10]=3[S:11][CH:12]=2)=[CH:4][CH:3]=1.[CH2:25]([OH:30])[CH2:26][CH2:27][C:28]#[CH:29]. (6) Given the product [F:26][CH:25]([F:27])[C:15]1[N:14]([C:4]2[N:5]=[C:6]([N:8]3[CH2:13][CH2:12][O:11][CH2:10][CH2:9]3)[N:7]=[C:2]([N:31]3[CH2:30][CH2:29][N:28]([C:34]([O:36][C:37]([CH3:40])([CH3:39])[CH3:38])=[O:35])[CH2:33][CH2:32]3)[N:3]=2)[C:18]2[CH:19]=[CH:20][CH:21]=[C:22]([O:23][CH3:24])[C:17]=2[N:16]=1, predict the reactants needed to synthesize it. The reactants are: Cl[C:2]1[N:7]=[C:6]([N:8]2[CH2:13][CH2:12][O:11][CH2:10][CH2:9]2)[N:5]=[C:4]([N:14]2[C:18]3[CH:19]=[CH:20][CH:21]=[C:22]([O:23][CH3:24])[C:17]=3[N:16]=[C:15]2[CH:25]([F:27])[F:26])[N:3]=1.[N:28]1([C:34]([O:36][C:37]([CH3:40])([CH3:39])[CH3:38])=[O:35])[CH2:33][CH2:32][NH:31][CH2:30][CH2:29]1.CCN(C(C)C)C(C)C. (7) Given the product [Cl:19][C:20]1[CH:27]=[CH:26][CH:25]=[CH:24][C:21]=1[CH:22]([N:6]1[CH2:7][CH2:8][C:9]2[S:1][CH:2]=[CH:3][C:4]=2[CH2:5]1)[N:10]1[C:14]2[CH:15]=[CH:16][CH:17]=[CH:18][C:13]=2[N:12]=[N:11]1, predict the reactants needed to synthesize it. The reactants are: [S:1]1[C:9]2[CH2:8][CH2:7][NH:6][CH2:5][C:4]=2[CH:3]=[CH:2]1.[NH:10]1[C:14]2[CH:15]=[CH:16][CH:17]=[CH:18][C:13]=2[N:12]=[N:11]1.[Cl:19][C:20]1[CH:27]=[CH:26][CH:25]=[CH:24][C:21]=1[CH:22]=O. (8) Given the product [S:25]1[C:21]2[CH:20]=[CH:19][C:18]([CH:9]([C:7]#[N:8])[C:10]([O:12][C:13]([CH3:16])([CH3:15])[CH3:14])=[O:11])=[CH:26][C:22]=2[CH:23]=[CH:24]1, predict the reactants needed to synthesize it. The reactants are: CC(C)([O-])C.[K+].[C:7]([CH2:9][C:10]([O:12][C:13]([CH3:16])([CH3:15])[CH3:14])=[O:11])#[N:8].Br[C:18]1[CH:19]=[CH:20][C:21]2[S:25][CH:24]=[CH:23][C:22]=2[CH:26]=1.Cl. (9) Given the product [C:22]([NH:21][CH:10]([CH2:11][C:12]1[CH:17]=[CH:16][C:15]([NH2:18])=[C:14]([CH2:19][CH3:20])[CH:13]=1)[C:9]([OH:25])=[O:8])(=[O:24])[CH3:23], predict the reactants needed to synthesize it. The reactants are: C([O:8][C:9](=[O:25])[C:10]([NH:21][C:22](=[O:24])[CH3:23])=[CH:11][C:12]1[CH:17]=[CH:16][C:15]([NH2:18])=[C:14]([CH2:19][CH3:20])[CH:13]=1)C1C=CC=CC=1.